This data is from CYP2C19 inhibition data for predicting drug metabolism from PubChem BioAssay. The task is: Regression/Classification. Given a drug SMILES string, predict its absorption, distribution, metabolism, or excretion properties. Task type varies by dataset: regression for continuous measurements (e.g., permeability, clearance, half-life) or binary classification for categorical outcomes (e.g., BBB penetration, CYP inhibition). Dataset: cyp2c19_veith. The molecule is Cc1cc(C(=O)N[C@H](c2ccccc2)[C@@]2(C)C[C@@H]2[C@@H](C)C(=O)Nc2ccc3ccccc3c2)no1. The result is 1 (inhibitor).